From a dataset of Catalyst prediction with 721,799 reactions and 888 catalyst types from USPTO. Predict which catalyst facilitates the given reaction. (1) Reactant: [N+:1]([C:4]1[CH:9]=[CH:8][C:7]([O:10][CH:11]([CH3:16])[C:12]([F:15])([F:14])[F:13])=[CH:6][CH:5]=1)([O-])=O. Product: [F:13][C:12]([F:14])([F:15])[CH:11]([CH3:16])[O:10][C:7]1[CH:6]=[CH:5][C:4]([NH2:1])=[CH:9][CH:8]=1. The catalyst class is: 19. (2) Reactant: [C:1]([O:5][C:6]([N:8]1[CH2:13][CH2:12][CH:11]([C:14]2[CH:19]=[CH:18][N:17]=[C:16]([C:20](=[O:36])[N:21]([CH2:29][C:30]3[CH:35]=[CH:34][CH:33]=[CH:32][CH:31]=3)[O:22]C3CCCCO3)[CH:15]=2)[CH2:10][CH2:9]1)=[O:7])([CH3:4])([CH3:3])[CH3:2].C1(C)C=CC(S([O-])(=O)=O)=CC=1.[NH+]1C=CC=CC=1. Product: [C:1]([O:5][C:6]([N:8]1[CH2:13][CH2:12][CH:11]([C:14]2[CH:19]=[CH:18][N:17]=[C:16]([C:20](=[O:36])[N:21]([CH2:29][C:30]3[CH:35]=[CH:34][CH:33]=[CH:32][CH:31]=3)[OH:22])[CH:15]=2)[CH2:10][CH2:9]1)=[O:7])([CH3:4])([CH3:2])[CH3:3]. The catalyst class is: 5.